This data is from Retrosynthesis with 50K atom-mapped reactions and 10 reaction types from USPTO. The task is: Predict the reactants needed to synthesize the given product. (1) Given the product COc1ccc(CNc2nc(-n3ccnc3C)nc3sc(C)cc23)cc1Cl, predict the reactants needed to synthesize it. The reactants are: COc1ccc(CNc2nc(Cl)nc3sc(C)cc23)cc1Cl.Cc1ncc[nH]1. (2) Given the product COc1cc2c(cc1OC)CN(C(=O)OC(C)(C)C)[C@H](C(=O)OCc1ccccc1)C2, predict the reactants needed to synthesize it. The reactants are: COc1cc2c(cc1OC)CN(C(=O)OC(C)(C)C)[C@H](C(=O)O)C2.ClCc1ccccc1. (3) Given the product C#CC(CF)(CF)OS(=O)(=O)c1ccccc1, predict the reactants needed to synthesize it. The reactants are: C#CC(O)(CF)CF.O=S(=O)(Cl)c1ccccc1.